This data is from Catalyst prediction with 721,799 reactions and 888 catalyst types from USPTO. The task is: Predict which catalyst facilitates the given reaction. (1) Reactant: [Cl:1][C:2]1[N:10]=[C:9]2[C:5]([N:6]=[CH:7][N:8]2[CH:11]([CH3:13])[CH3:12])=[C:4](Cl)[N:3]=1.[NH2:15][CH2:16][CH2:17][C:18]1[CH:23]=[CH:22][C:21]([OH:24])=[CH:20][CH:19]=1.C(N(CC)CC)C. Product: [Cl:1][C:2]1[N:10]=[C:9]2[C:5]([N:6]=[CH:7][N:8]2[CH:11]([CH3:13])[CH3:12])=[C:4]([NH:15][CH2:16][CH2:17][C:18]2[CH:23]=[CH:22][C:21]([OH:24])=[CH:20][CH:19]=2)[N:3]=1. The catalyst class is: 41. (2) Reactant: [OH:1][CH2:2][C@@H:3]1[CH2:8][CH2:7][CH2:6][N:5]([C:9]([O:11][C:12]([CH3:15])([CH3:14])[CH3:13])=[O:10])[CH2:4]1.[H-].[Na+].[CH2:18](I)[CH3:19]. Product: [CH2:18]([O:1][CH2:2][C@@H:3]1[CH2:8][CH2:7][CH2:6][N:5]([C:9]([O:11][C:12]([CH3:15])([CH3:14])[CH3:13])=[O:10])[CH2:4]1)[CH3:19]. The catalyst class is: 3. (3) Reactant: [Cl:1][C:2]1[N:7]=[C:6]([C:8]([OH:10])=[O:9])[CH:5]=[CH:4][CH:3]=1.[CH2:11](O)[CH3:12].S(=O)(=O)(O)O. Product: [Cl:1][C:2]1[N:7]=[C:6]([C:8]([O:10][CH2:11][CH3:12])=[O:9])[CH:5]=[CH:4][CH:3]=1. The catalyst class is: 11. (4) Reactant: Br[C:2]1[CH:7]=[CH:6][C:5]([C:8]2[N:12]=[C:11]([CH3:13])[O:10][N:9]=2)=[CH:4][C:3]=1[CH3:14].[CH3:15][C:16]1[CH:21]=[CH:20][C:19]([NH:22][C:23]([C:25]2[CH:29]=[CH:28][O:27][CH:26]=2)=[O:24])=[CH:18][C:17]=1B1OC(C)(C)C(C)(C)O1. Product: [CH3:15][C:16]1[C:17]([C:2]2[CH:7]=[CH:6][C:5]([C:8]3[N:12]=[C:11]([CH3:13])[O:10][N:9]=3)=[CH:4][C:3]=2[CH3:14])=[CH:18][C:19]([NH:22][C:23]([C:25]2[CH:29]=[CH:28][O:27][CH:26]=2)=[O:24])=[CH:20][CH:21]=1. The catalyst class is: 3. (5) Reactant: [NH2:1][C@@H:2]1[CH2:11][C@@H:10]2[C@:5]([CH3:14])([CH2:6][CH2:7][CH2:8][C:9]2([CH3:13])[CH3:12])[C@@H:4]([C:15]([C:17]2[CH:18]=[C:19]([OH:24])[CH:20]=[C:21]([OH:23])[CH:22]=2)=[O:16])[C@@H:3]1[CH3:25].F[B-](F)(F)F.N1(OC(N(C)C)=[N+](C)C)C2C=CC=CC=2N=N1.[C:48]([O:52][C:53]([N:55]1[CH2:60][CH2:59][CH:58]([C:61](O)=[O:62])[CH2:57][CH2:56]1)=[O:54])([CH3:51])([CH3:50])[CH3:49].C(N(CC)C(C)C)(C)C. Product: [OH:24][C:19]1[CH:18]=[C:17]([C:15]([C@@H:4]2[C@:5]3([CH3:14])[C@H:10]([C:9]([CH3:13])([CH3:12])[CH2:8][CH2:7][CH2:6]3)[CH2:11][C@@H:2]([NH:1][C:61]([CH:58]3[CH2:59][CH2:60][N:55]([C:53]([O:52][C:48]([CH3:51])([CH3:50])[CH3:49])=[O:54])[CH2:56][CH2:57]3)=[O:62])[C@H:3]2[CH3:25])=[O:16])[CH:22]=[C:21]([OH:23])[CH:20]=1. The catalyst class is: 3. (6) Reactant: [N+:1]([C:4]1[CH:14]=[CH:13][C:7]([O:8][CH2:9][CH:10]2[CH2:12][O:11]2)=[CH:6][CH:5]=1)([O-])=O.[CH3:15][NH:16][CH3:17]. Product: [NH2:1][C:4]1[CH:14]=[CH:13][C:7]([O:8][CH2:9][CH:10]([OH:11])[CH2:12][N:16]([CH3:17])[CH3:15])=[CH:6][CH:5]=1. The catalyst class is: 8. (7) Reactant: N1C=CC=CC=1.FC(F)(F)S(OS(C(F)(F)F)(=O)=O)(=O)=O.[F:22][C@@H:23]1[C@@H:36]([CH2:37][O:38][C:39](=[O:44])[C:40]([CH3:43])([CH3:42])[CH3:41])[O:35][C@@H:26]([O:27][CH2:28][C:29]2[CH:34]=[CH:33][CH:32]=[CH:31][CH:30]=2)[C@H:25](O)[C@H:24]1[O:46][C:47](=[O:52])[C:48]([CH3:51])([CH3:50])[CH3:49].[N-:53]=[N+:54]=[N-:55].[Na+].[Cl-].[NH4+].[NH4+].[NH4+].[NH4+].[Cl-].[Cl-].[Cl-]. Product: [N:53]([C@H:25]1[C@@H:24]([O:46][C:47](=[O:52])[C:48]([CH3:51])([CH3:50])[CH3:49])[C@H:23]([F:22])[C@@H:36]([CH2:37][O:38][C:39](=[O:44])[C:40]([CH3:43])([CH3:42])[CH3:41])[O:35][C@H:26]1[O:27][CH2:28][C:29]1[CH:34]=[CH:33][CH:32]=[CH:31][CH:30]=1)=[N+:54]=[N-:55]. The catalyst class is: 4.